From a dataset of Full USPTO retrosynthesis dataset with 1.9M reactions from patents (1976-2016). Predict the reactants needed to synthesize the given product. (1) Given the product [N:1]1([CH2:6][C:7]2[CH:12]=[CH:11][C:10]([CH2:13][CH2:14][NH:15][C:22]([C:19]3[CH:20]=[CH:21][C:16]([C:25]4[CH:26]=[CH:27][CH:28]=[CH:29][CH:30]=4)=[CH:17][CH:18]=3)=[O:23])=[CH:9][CH:8]=2)[CH2:5][CH2:4][CH2:3][CH2:2]1, predict the reactants needed to synthesize it. The reactants are: [N:1]1([CH2:6][C:7]2[CH:12]=[CH:11][C:10]([CH2:13][CH2:14][NH2:15])=[CH:9][CH:8]=2)[CH2:5][CH2:4][CH2:3][CH2:2]1.[C:16]1([C:25]2[CH:30]=[CH:29][CH:28]=[CH:27][CH:26]=2)[CH:21]=[CH:20][C:19]([C:22](O)=[O:23])=[CH:18][CH:17]=1. (2) Given the product [Si:23]([O:1][C@@H:2]1[CH2:6][N:5]([C:7]([O:9][C:10]([CH3:11])([CH3:12])[CH3:13])=[O:8])[C@H:4]([C:14]([O:16][CH3:17])=[O:15])[CH2:3]1)([C:26]([CH3:29])([CH3:28])[CH3:27])([CH3:25])[CH3:24], predict the reactants needed to synthesize it. The reactants are: [OH:1][C@@H:2]1[CH2:6][N:5]([C:7]([O:9][C:10]([CH3:13])([CH3:12])[CH3:11])=[O:8])[C@H:4]([C:14]([O:16][CH3:17])=[O:15])[CH2:3]1.N1C=CN=C1.[Si:23](Cl)([C:26]([CH3:29])([CH3:28])[CH3:27])([CH3:25])[CH3:24]. (3) Given the product [CH2:33]([O:32][C:30](=[O:31])[C:29]1[CH:35]=[CH:36][C:26]([CH2:25][O:23][C:4]2[CH:5]=[CH:6][C:7]([CH:8]([CH3:22])[C:9]([OH:21])([C:14]3[CH:19]=[N:18][C:17]([CH3:20])=[CH:16][N:15]=3)[C:10]([F:13])([F:11])[F:12])=[C:2]([Cl:1])[CH:3]=2)=[CH:27][CH:28]=1)[CH3:34], predict the reactants needed to synthesize it. The reactants are: [Cl:1][C:2]1[CH:3]=[C:4]([OH:23])[CH:5]=[CH:6][C:7]=1[CH:8]([CH3:22])[C:9]([OH:21])([C:14]1[CH:19]=[N:18][C:17]([CH3:20])=[CH:16][N:15]=1)[C:10]([F:13])([F:12])[F:11].Br[CH2:25][C:26]1[CH:36]=[CH:35][C:29]([C:30]([O:32][CH2:33][CH3:34])=[O:31])=[CH:28][CH:27]=1.[I-].[K+].C(=O)([O-])[O-].[K+].[K+]. (4) The reactants are: C(N[C:5](=O)[CH:6]=[CH2:7])(C)C.CN(C)[CH2:11][CH2:12]N(C)C.S(OOS([O-])(=O)=O)([O-])(=O)=[O:18].[NH4+:27].[NH4+:28].ClCCl.[CH3:32][OH:33]. Given the product [CH2:5]([CH2:6][C@H:7]([NH2:28])[C:32]([OH:18])=[O:33])[CH2:11][CH2:12][NH2:27], predict the reactants needed to synthesize it. (5) Given the product [CH3:21][O:20][C:17]1[CH:18]=[CH:19][C:14]([CH2:13][O:12][C:10]2[C:9]3[C:8](=[O:22])[N:7]([CH3:23])[CH:6]=[N:5][C:4]=3[CH:3]=[C:2]([C:33]3[CH:32]=[CH:31][C:30]([N:27]4[CH2:26][CH2:25][O:24][CH2:29][CH2:28]4)=[CH:35][CH:34]=3)[N:11]=2)=[CH:15][CH:16]=1, predict the reactants needed to synthesize it. The reactants are: Cl[C:2]1[N:11]=[C:10]([O:12][CH2:13][C:14]2[CH:19]=[CH:18][C:17]([O:20][CH3:21])=[CH:16][CH:15]=2)[C:9]2[C:8](=[O:22])[N:7]([CH3:23])[CH:6]=[N:5][C:4]=2[CH:3]=1.[O:24]1[CH2:29][CH2:28][N:27]([C:30]2[CH:35]=[CH:34][C:33](B3OC(C)(C)C(C)(C)O3)=[CH:32][CH:31]=2)[CH2:26][CH2:25]1.C([O-])([O-])=O.[Na+].[Na+]. (6) Given the product [C:23]([CH2:25][NH:26][C:27]([N:9]1[C@H:6]2[CH2:7][CH2:8][C@@H:2]1[CH2:3][N:4]([C:10]1[CH:15]=[CH:14][N:13]=[C:12]([NH:16][C:17]3[CH:18]=[N:19][N:20]([CH3:22])[CH:21]=3)[N:11]=1)[CH2:5]2)=[O:28])#[N:24], predict the reactants needed to synthesize it. The reactants are: Cl.[C@@H:2]12[NH:9][C@@H:6]([CH2:7][CH2:8]1)[CH2:5][N:4]([C:10]1[CH:15]=[CH:14][N:13]=[C:12]([NH:16][C:17]3[CH:18]=[N:19][N:20]([CH3:22])[CH:21]=3)[N:11]=1)[CH2:3]2.[C:23]([CH2:25][NH:26][C:27](N1C=CN=C1)=[O:28])#[N:24].C(N(CC)CC)C. (7) Given the product [Cl:27][CH2:28][CH2:29][CH2:30][CH2:31][CH2:32][CH2:33][O:34][CH2:35][CH2:36][O:37][CH2:38][CH2:39][NH:40][C:16]([CH:13]1[CH2:12][CH2:11][CH:10]([CH2:9][NH:8][C:6](=[O:7])[O:5][C:1]([CH3:2])([CH3:3])[CH3:4])[CH2:15][CH2:14]1)=[O:18], predict the reactants needed to synthesize it. The reactants are: [C:1]([O:5][C:6]([NH:8][CH2:9][CH:10]1[CH2:15][CH2:14][CH:13]([C:16]([O:18]N2C(=O)CCC2=O)=O)[CH2:12][CH2:11]1)=[O:7])([CH3:4])([CH3:3])[CH3:2].Cl.[Cl:27][CH2:28][CH2:29][CH2:30][CH2:31][CH2:32][CH2:33][O:34][CH2:35][CH2:36][O:37][CH2:38][CH2:39][NH2:40].C(N(CC)C(C)C)(C)C. (8) Given the product [F:1][C:2]1[CH:9]=[CH:8][C:5]([CH:6]=[C:11]([CH3:12])[C:10]([OH:14])=[O:13])=[CH:4][CH:3]=1, predict the reactants needed to synthesize it. The reactants are: [F:1][C:2]1[CH:9]=[CH:8][C:5]([CH:6]=O)=[CH:4][CH:3]=1.[C:10]([O:14]C(=O)CC)(=[O:13])[CH2:11][CH3:12].C([O-])(=O)CC.[Na+]. (9) Given the product [CH2:37]([O:25][C:23]([C:14]1([NH:13][C:11](=[O:12])[C:10]2[C:5]([NH2:4])=[CH:6][CH:7]=[C:8]([CH3:30])[C:9]=2[CH:26]=[C:27]([CH3:28])[CH3:29])[CH2:15][C:16]2[C:21](=[CH:20][CH:19]=[CH:18][CH:17]=2)[CH2:22]1)=[O:24])[CH3:38], predict the reactants needed to synthesize it. The reactants are: C([NH:4][C:5]1[C:10]([C:11]([NH:13][C:14]2([C:23]([OH:25])=[O:24])[CH2:22][C:21]3[C:16](=[CH:17][CH:18]=[CH:19][CH:20]=3)[CH2:15]2)=[O:12])=[C:9]([CH:26]=[C:27]([CH3:29])[CH3:28])[C:8]([CH3:30])=[CH:7][CH:6]=1)(=O)C.C([O-])([O-])=O.[K+].[K+].[CH3:37][CH2:38]O. (10) Given the product [CH2:7]([S:8][C:5]1[CH:6]=[CH:7][C:2]([Br:1])=[CH:3][CH:4]=1)[CH2:2][CH2:3][CH3:4], predict the reactants needed to synthesize it. The reactants are: [Br:1][C:2]1[CH:7]=[CH:6][C:5]([SH:8])=[CH:4][CH:3]=1.C[O-].[Na+].CI.[OH-].[Na+].